This data is from Reaction yield outcomes from USPTO patents with 853,638 reactions. The task is: Predict the reaction yield, written as a fraction of the theoretical maximum amount of product (1.0 means a 100% yield; for example, 0.34 means a 34% yield). The reactants are [N:1]1[CH:6]=[CH:5][CH:4]=[CH:3][C:2]=1[CH2:7][C:8]1[N:13]=[N:12][C:11]([OH:14])=[CH:10][CH:9]=1.[CH3:15][N:16]([C:20]1[CH:25]=[CH:24][CH:23]=[CH:22][CH:21]=1)[C:17](Cl)=[O:18].N12CCN(CC1)CC2.O. The catalyst is CN(C)C=O. The product is [N:1]1[CH:6]=[CH:5][CH:4]=[CH:3][C:2]=1[CH2:7][C:8]1[N:13]=[N:12][C:11]([O:14][C:17](=[O:18])[N:16]([CH3:15])[C:20]2[CH:25]=[CH:24][CH:23]=[CH:22][CH:21]=2)=[CH:10][CH:9]=1. The yield is 0.410.